From a dataset of Forward reaction prediction with 1.9M reactions from USPTO patents (1976-2016). Predict the product of the given reaction. Given the reactants [CH2:1]([C@H:8]([N:17]([CH2:32][C:33]1[CH:38]=[CH:37][C:36]([CH2:39][CH2:40][CH2:41][CH2:42][CH3:43])=[CH:35][CH:34]=1)[C:18](=[O:31])[CH:19]=[CH:20][C:21]1[CH:26]=[CH:25][C:24]([C:27]([F:30])([F:29])[F:28])=[CH:23][CH:22]=1)[C:9](=[O:16])[N:10]1[CH2:15][CH2:14][NH:13][CH2:12][CH2:11]1)[C:2]1[CH:7]=[CH:6][CH:5]=[CH:4][CH:3]=1.[N:44]1[CH:49]=[CH:48][CH:47]=[CH:46][C:45]=1[CH:50]=O.C(O[BH-](OC(=O)C)OC(=O)C)(=O)C.[Na+], predict the reaction product. The product is: [CH2:1]([C@H:8]([N:17]([CH2:32][C:33]1[CH:34]=[CH:35][C:36]([CH2:39][CH2:40][CH2:41][CH2:42][CH3:43])=[CH:37][CH:38]=1)[C:18](=[O:31])[CH:19]=[CH:20][C:21]1[CH:26]=[CH:25][C:24]([C:27]([F:30])([F:29])[F:28])=[CH:23][CH:22]=1)[C:9](=[O:16])[N:10]1[CH2:11][CH2:12][N:13]([CH2:50][C:45]2[CH:46]=[CH:47][CH:48]=[CH:49][N:44]=2)[CH2:14][CH2:15]1)[C:2]1[CH:7]=[CH:6][CH:5]=[CH:4][CH:3]=1.